This data is from Catalyst prediction with 721,799 reactions and 888 catalyst types from USPTO. The task is: Predict which catalyst facilitates the given reaction. (1) Reactant: [CH:1]([C:3]1[CH:4]=[CH:5][C:6]([O:11][C:12]2[CH:17]=[CH:16][CH:15]=[C:14]([C:18]([F:21])([F:20])[F:19])[CH:13]=2)=[C:7]([CH:10]=1)[C:8]#[N:9])=O.[N+](=[C:24](P(=O)(OC)OC)C(=O)C)=[N-].C(=O)([O-])[O-].[K+].[K+]. Product: [C:1]([C:3]1[CH:4]=[CH:5][C:6]([O:11][C:12]2[CH:17]=[CH:16][CH:15]=[C:14]([C:18]([F:21])([F:20])[F:19])[CH:13]=2)=[C:7]([CH:10]=1)[C:8]#[N:9])#[CH:24]. The catalyst class is: 5. (2) Reactant: C(N(CC)CC)C.[C:8](OC(=O)C)(=[O:10])[CH3:9].C(Cl)Cl.[CH2:18]1[C:20]2([CH2:25][N:24]([C:26]3[N:27]([CH2:48][C:49]([F:52])([F:51])[F:50])[C:28]4[C:33]([N:34]=3)=[C:32]([N:35]3[CH2:40][CH2:39][O:38][CH2:37][CH2:36]3)[N:31]=[C:30]([C:41]3[CH:42]=[N:43][C:44]([NH2:47])=[N:45][CH:46]=3)[N:29]=4)[CH2:23][CH2:22][NH:21]2)[CH2:19]1. Product: [C:8]([N:21]1[CH2:22][CH2:23][N:24]([C:26]2[N:27]([CH2:48][C:49]([F:52])([F:51])[F:50])[C:28]3[C:33]([N:34]=2)=[C:32]([N:35]2[CH2:36][CH2:37][O:38][CH2:39][CH2:40]2)[N:31]=[C:30]([C:41]2[CH:42]=[N:43][C:44]([NH2:47])=[N:45][CH:46]=2)[N:29]=3)[CH2:25][C:20]21[CH2:19][CH2:18]2)(=[O:10])[CH3:9]. The catalyst class is: 61.